Dataset: Peptide-MHC class I binding affinity with 185,985 pairs from IEDB/IMGT. Task: Regression. Given a peptide amino acid sequence and an MHC pseudo amino acid sequence, predict their binding affinity value. This is MHC class I binding data. (1) The peptide sequence is VLQAGFFLL. The MHC is HLA-A02:01 with pseudo-sequence HLA-A02:01. The binding affinity (normalized) is 0.535. (2) The peptide sequence is WFHISCLTFGR. The MHC is Patr-A0901 with pseudo-sequence Patr-A0901. The binding affinity (normalized) is 0.346.